From a dataset of TCR-epitope binding with 47,182 pairs between 192 epitopes and 23,139 TCRs. Binary Classification. Given a T-cell receptor sequence (or CDR3 region) and an epitope sequence, predict whether binding occurs between them. (1) The epitope is KAFSPEVIPMF. The TCR CDR3 sequence is CASNSREVYGYTF. Result: 1 (the TCR binds to the epitope). (2) The epitope is VLWAHGFEL. The TCR CDR3 sequence is CASSPGLTDIQYF. Result: 1 (the TCR binds to the epitope).